Task: Predict the reactants needed to synthesize the given product.. Dataset: Full USPTO retrosynthesis dataset with 1.9M reactions from patents (1976-2016) (1) The reactants are: [CH3:1][C:2]1[CH:7]=[CH:6][C:5]([S:8]([O:11][CH2:12][CH:13]2[CH2:17][C:16]3[CH:18]=[CH:19][CH:20]=[C:21](Br)[C:15]=3[O:14]2)(=[O:10])=[O:9])=[CH:4][CH:3]=1.[C:23]1(/[CH:29]=[CH:30]/B(O)O)[CH:28]=[CH:27][CH:26]=[CH:25][CH:24]=1.C(=O)([O-])[O-].[K+].[K+].CC1C=CC(S(OCC2CC3C(C4C=CC=CC=4)=CC=CC=3O2)(=O)=O)=CC=1. Given the product [CH3:1][C:2]1[CH:7]=[CH:6][C:5]([S:8]([O:11][CH2:12][CH:13]2[CH2:17][C:16]3[CH:18]=[CH:19][CH:20]=[C:21](/[CH:30]=[CH:29]/[C:23]4[CH:28]=[CH:27][CH:26]=[CH:25][CH:24]=4)[C:15]=3[O:14]2)(=[O:10])=[O:9])=[CH:4][CH:3]=1, predict the reactants needed to synthesize it. (2) Given the product [NH:6]1[C:5]2[CH:9]=[CH:10][C:2]([NH:1][C:12]([NH:11][C:14]3[CH:19]=[CH:18][C:17]([Br:20])=[CH:16][CH:15]=3)=[S:13])=[CH:3][C:4]=2[N:8]=[CH:7]1, predict the reactants needed to synthesize it. The reactants are: [NH2:1][C:2]1[CH:10]=[CH:9][C:5]2[NH:6][CH:7]=[N:8][C:4]=2[CH:3]=1.[N:11]([C:14]1[CH:19]=[CH:18][C:17]([Br:20])=[CH:16][CH:15]=1)=[C:12]=[S:13]. (3) The reactants are: [CH3:1][O:2][C:3]1[CH:43]=[CH:42][C:6]([CH2:7][N:8]2[CH2:28][C@@H:27]3[C:10]4([C:14](=[O:15])[N:13]([CH2:16][CH2:17][N:18]5[CH2:23][CH2:22][O:21][CH2:20][CH2:19]5)[C:12](=[O:24])[N:11]4[C@H:25]([C:29]4[C:38]5[C:33](=[CH:34][CH:35]=[CH:36][CH:37]=5)[C:32]([N:39]([CH3:41])[CH3:40])=[CH:31][CH:30]=4)[CH2:26]3)[CH2:9]2)=[CH:5][C:4]=1[N+:44]([O-])=O. Given the product [NH2:44][C:4]1[CH:5]=[C:6]([CH:42]=[CH:43][C:3]=1[O:2][CH3:1])[CH2:7][N:8]1[CH2:28][C@@H:27]2[C:10]3([C:14](=[O:15])[N:13]([CH2:16][CH2:17][N:18]4[CH2:19][CH2:20][O:21][CH2:22][CH2:23]4)[C:12](=[O:24])[N:11]3[C@H:25]([C:29]3[C:38]4[C:33](=[CH:34][CH:35]=[CH:36][CH:37]=4)[C:32]([N:39]([CH3:41])[CH3:40])=[CH:31][CH:30]=3)[CH2:26]2)[CH2:9]1, predict the reactants needed to synthesize it.